Dataset: Catalyst prediction with 721,799 reactions and 888 catalyst types from USPTO. Task: Predict which catalyst facilitates the given reaction. (1) Reactant: [CH3:1][C:2]1[CH:7]=[CH:6][CH:5]=[C:4]([CH3:8])[C:3]=1[C:9]1[CH:14]=[CH:13][CH:12]=[C:11]([CH:15]2[O:24][C:23]3[C:18](=[N:19][C:20]([CH2:25][CH2:26][C:27]([O:29]CC)=[O:28])=[CH:21][CH:22]=3)[CH2:17][CH2:16]2)[CH:10]=1.[Li+].[OH-].Cl. Product: [CH3:8][C:4]1[CH:5]=[CH:6][CH:7]=[C:2]([CH3:1])[C:3]=1[C:9]1[CH:14]=[CH:13][CH:12]=[C:11]([CH:15]2[O:24][C:23]3[C:18](=[N:19][C:20]([CH2:25][CH2:26][C:27]([OH:29])=[O:28])=[CH:21][CH:22]=3)[CH2:17][CH2:16]2)[CH:10]=1. The catalyst class is: 87. (2) Reactant: [C:1]([O:5][C:6]([N:8]1[CH2:11][CH:10]([N:12]2[CH:16]=[CH:15][N:14]=[C:13]2[C:17]2[S:18][C:19]3[CH2:20][CH2:21][O:22][C:23]4[CH:30]=[C:29]([C:31]5[CH:32]=[N:33][N:34]([CH2:36][C:37]([OH:40])([CH3:39])[CH3:38])[CH:35]=5)[CH:28]=[CH:27][C:24]=4[C:25]=3[N:26]=2)[CH2:9]1)=[O:7])([CH3:4])([CH3:3])[CH3:2].CN(C)C=O.[Cl:46]N1C(=O)CCC1=O.Cl. Product: [C:1]([O:5][C:6]([N:8]1[CH2:9][CH:10]([N:12]2[C:16]([Cl:46])=[CH:15][N:14]=[C:13]2[C:17]2[S:18][C:19]3[CH2:20][CH2:21][O:22][C:23]4[CH:30]=[C:29]([C:31]5[CH:32]=[N:33][N:34]([CH2:36][C:37]([OH:40])([CH3:39])[CH3:38])[CH:35]=5)[CH:28]=[CH:27][C:24]=4[C:25]=3[N:26]=2)[CH2:11]1)=[O:7])([CH3:4])([CH3:3])[CH3:2]. The catalyst class is: 6. (3) Reactant: [O:1]1[CH:5]=[CH:4][CH:3]=[C:2]1[C:6]1[N:10]([CH3:11])[N:9]=[C:8]([CH2:12]O)[CH:7]=1.C1C=CC(P(C2C=CC=CC=2)C2C=CC=CC=2)=CC=1.C(Br)(Br)(Br)[Br:34]. Product: [Br:34][CH2:12][C:8]1[CH:7]=[C:6]([C:2]2[O:1][CH:5]=[CH:4][CH:3]=2)[N:10]([CH3:11])[N:9]=1. The catalyst class is: 2. (4) Reactant: [F:1][C:2]1[CH:7]=[CH:6][C:5]([C:8]2[N:9]=[C:10]([CH2:13][C:14]#[N:15])[S:11][CH:12]=2)=[CH:4][CH:3]=1.[Li+].[CH3:17][Si]([N-][Si](C)(C)C)(C)C.IC. Product: [F:1][C:2]1[CH:3]=[CH:4][C:5]([C:8]2[N:9]=[C:10]([CH:13]([CH3:17])[C:14]#[N:15])[S:11][CH:12]=2)=[CH:6][CH:7]=1. The catalyst class is: 49. (5) Reactant: Cl[C:2]1[CH:3]=[CH:4][C:5]([C:18]([F:21])([F:20])[F:19])=[C:6]2[C:11]=1[NH:10][CH:9]=[C:8]([C:12]([O:14]CC)=[O:13])[C:7]2=[O:17].[OH-].[Na+]. Product: [O:17]=[C:7]1[C:6]2[C:11](=[CH:2][CH:3]=[CH:4][C:5]=2[C:18]([F:21])([F:19])[F:20])[NH:10][CH:9]=[C:8]1[C:12]([OH:14])=[O:13]. The catalyst class is: 63. (6) Reactant: [OH:1][C@H:2]([C@H:14]1[O:19][CH2:18][CH2:17][N:16]([C:20]2[CH:25]=[CH:24][C:23]([CH3:26])=[CH:22][CH:21]=2)[C:15]1=[O:27])[C:3]1[NH:7][C:6]2[CH:8]=[C:9]([C:12]#[N:13])[CH:10]=[CH:11][C:5]=2[N:4]=1.[C:28](Cl)(=[O:30])[CH3:29]. Product: [OH:1][C@H:2]([C@H:14]1[O:19][CH2:18][CH2:17][N:16]([C:20]2[CH:25]=[CH:24][C:23]([CH3:26])=[CH:22][CH:21]=2)[C:15]1=[O:27])[C:3]1[NH:7][C:6]2[CH:8]=[C:9]([C:12](=[NH:13])[O:30][CH2:28][CH3:29])[CH:10]=[CH:11][C:5]=2[N:4]=1. The catalyst class is: 14. (7) Reactant: [C:1](=[O:4])([O-])[O-:2].[Li+].[Li+].[CH3:7][C:8]([OH:10])=[O:9].[CH2:11]([O:14][CH2:15][C@H:16](NC(=O)OC(C)(C)C)[C@H:17]1[CH2:19][O:18]1)[CH:12]=[CH2:13].C(O)(=O)[CH2:29][C:30]([CH2:35]C(O)=O)([C:32](O)=O)O. Product: [C:8]([O:10][CH2:19][C@@H:17]([OH:18])[C@@H:16]([C:1]([O:2][C:30]([CH3:35])([CH3:32])[CH3:29])=[O:4])[CH2:15][O:14][CH2:11][CH:12]=[CH2:13])(=[O:9])[CH3:7]. The catalyst class is: 3. (8) Reactant: [OH:1][N:2]1[C:6](=[O:7])[CH2:5][CH2:4][C:3]1=[O:8].CC[N:11]=C=NCCCN(C)C.[C:20]([O:24][C:25](=[O:35])[CH2:26][CH2:27][C@H:28]([N:32]=[N+:33]=[N-:34])[C:29](O)=[O:30])([CH3:23])([CH3:22])[CH3:21]. Product: [NH:32]([N:33]=[N+:34]=[N-:11])[C@H:28]([C:29]([O:1][N:2]1[C:6](=[O:7])[CH2:5][CH2:4][C:3]1=[O:8])=[O:30])[CH2:27][CH2:26][C:25](=[O:35])[O:24][C:20]([CH3:23])([CH3:22])[CH3:21]. The catalyst class is: 245. (9) Reactant: [F:1][C:2]1[C:10]2[NH:9][C:8](=[O:11])[N:7]([CH:12]3[CH2:17][CH2:16][N:15](C(OC(C)(C)C)=O)[CH2:14][CH2:13]3)[C:6]=2[CH:5]=[C:4]([CH3:25])[CH:3]=1.[ClH:26]. Product: [ClH:26].[F:1][C:2]1[C:10]2[NH:9][C:8](=[O:11])[N:7]([CH:12]3[CH2:17][CH2:16][NH:15][CH2:14][CH2:13]3)[C:6]=2[CH:5]=[C:4]([CH3:25])[CH:3]=1.[ClH:26]. The catalyst class is: 269.